Dataset: Catalyst prediction with 721,799 reactions and 888 catalyst types from USPTO. Task: Predict which catalyst facilitates the given reaction. Reactant: [CH2:1]([C@H:6]1[CH2:11][CH2:10][CH2:9][N:8]([CH2:12][C@@H:13]2[CH2:18][CH2:17][CH2:16][CH2:15][C@H:14]2[NH:19]C(=O)OC(C)(C)C)[CH2:7]1)[CH2:2][CH2:3][CH2:4][CH3:5].[ClH:27]. Product: [ClH:27].[CH2:1]([C@H:6]1[CH2:11][CH2:10][CH2:9][N:8]([CH2:12][C@@H:13]2[CH2:18][CH2:17][CH2:16][CH2:15][C@H:14]2[NH2:19])[CH2:7]1)[CH2:2][CH2:3][CH2:4][CH3:5]. The catalyst class is: 12.